This data is from Full USPTO retrosynthesis dataset with 1.9M reactions from patents (1976-2016). The task is: Predict the reactants needed to synthesize the given product. (1) Given the product [C:1]([O:9][C:10]1[CH:15]=[CH:14][C:13]2[O:16][C:18]([NH:20][C:21]3[CH:26]=[CH:25][C:24]([Cl:27])=[CH:23][CH:22]=3)=[N:17][C:12]=2[CH:11]=1)(=[O:8])[C:2]1[CH:7]=[CH:6][CH:5]=[CH:4][CH:3]=1, predict the reactants needed to synthesize it. The reactants are: [C:1]([O:9][C:10]1[CH:15]=[CH:14][C:13]([OH:16])=[C:12]([NH:17][C:18]([NH:20][C:21]2[CH:26]=[CH:25][C:24]([Cl:27])=[CH:23][CH:22]=2)=S)[CH:11]=1)(=[O:8])[C:2]1[CH:7]=[CH:6][CH:5]=[CH:4][CH:3]=1.C(Cl)CCl. (2) The reactants are: [O:1]1[CH2:5][C:4](=[O:6])[CH2:3][C:2]1=[O:7].[F:8][C:9]([F:15])([F:14])[CH2:10][C:11](O)=[O:12].C1CCC(N=C=NC2CCCCC2)CC1. Given the product [OH:6][C:4]1[CH2:5][O:1][C:2](=[O:7])[C:3]=1[C:11](=[O:12])[CH2:10][C:9]([F:15])([F:14])[F:8], predict the reactants needed to synthesize it.